Dataset: Forward reaction prediction with 1.9M reactions from USPTO patents (1976-2016). Task: Predict the product of the given reaction. (1) Given the reactants [OH:1][C:2]1[CH:3]=[C:4]([CH2:8][NH:9][C:10](=[O:18])[C:11]2[CH:16]=[CH:15][CH:14]=[N:13][C:12]=2[NH2:17])[CH:5]=[CH:6][CH:7]=1.CS(O)(=O)=O.[CH3:24][O:25][CH2:26][CH2:27][CH2:28][CH3:29].C(=O)([O-])[O-].[Cs+].[Cs+].CN(C=O)C, predict the reaction product. The product is: [CH3:24][O:25][CH2:26][CH2:27][CH2:28][CH2:29][O:1][C:2]1[CH:3]=[C:4]([CH2:8][NH:9][C:10](=[O:18])[C:11]2[CH:16]=[CH:15][CH:14]=[N:13][C:12]=2[NH2:17])[CH:5]=[CH:6][CH:7]=1. (2) The product is: [Cl:18][C:13]1[CH:12]=[C:11]([C@@H:10]2[O:9][CH2:8][CH2:7][N:6]([C:19]([O:21][C:22]([CH3:24])([CH3:23])[CH3:25])=[O:20])[CH2:5][C@H:4]2[CH2:3][C:2]2[N:1]=[C:28]([CH3:29])[O:27][N:26]=2)[CH:16]=[CH:15][C:14]=1[Cl:17]. Given the reactants [NH2:1][C:2](=[N:26][OH:27])[CH2:3][C@H:4]1[C@H:10]([C:11]2[CH:16]=[CH:15][C:14]([Cl:17])=[C:13]([Cl:18])[CH:12]=2)[O:9][CH2:8][CH2:7][N:6]([C:19]([O:21][C:22]([CH3:25])([CH3:24])[CH3:23])=[O:20])[CH2:5]1.[CH3:28][C:29](C)([O-])C.[K+].C(OCC)(=O)C.O, predict the reaction product. (3) The product is: [Cl:3][C:2]1[N:1]=[C:8]([S:28][CH2:27][C:21]2[CH:22]=[CH:23][CH:24]=[C:25]([F:26])[C:20]=2[F:19])[N:7]=[C:5]([NH:13][C@H:16]([CH3:17])[CH2:18][OH:29])[N:4]=1. Given the reactants [N:1]1[C:8](Cl)=[N:7][C:5](Cl)=[N:4][C:2]=1[Cl:3].C([N:13]([CH:16]([CH3:18])[CH3:17])CC)(C)C.[F:19][C:20]1[C:25]([F:26])=[CH:24][CH:23]=[CH:22][C:21]=1[CH2:27][SH:28].[O:29]1CCCC1, predict the reaction product. (4) Given the reactants [NH:1]([C:20]([O:22][CH2:23][C:24]1[CH:29]=[CH:28][CH:27]=[CH:26][CH:25]=1)=[O:21])[C@@H:2]([C:10]([O:12]CC1C=CC=CC=1)=O)[CH2:3][C:4]1[CH:9]=[CH:8][CH:7]=[CH:6][CH:5]=1.[NH:30](C(OCC1C=CC=CC=1)=O)[C@@H:31]([C:33]([O:35]CC1C=CC=CC=1)=O)C.[NH:53](C(OCC1C=CC=CC=1)=O)[C@@H](C(OCC1C=CC=CC=1)=O)CCC(=O)O.N(C(OCC1C=CC=CC=1)=O)[C@H](C(OCC1C=CC=CC=1)=O)CC1C=CC=CC=1, predict the reaction product. The product is: [NH:1]([C:20]([O:22][CH2:23][C:24]1[CH:25]=[CH:26][CH:27]=[CH:28][CH:29]=1)=[O:21])[C@@H:2]([C:10]([NH:30][CH2:31][C:33]([NH2:53])=[O:35])=[O:12])[CH2:3][C:4]1[CH:5]=[CH:6][CH:7]=[CH:8][CH:9]=1. (5) Given the reactants [N:1]([C@@H:4]1[C@@H:8]([NH2:9])[CH2:7][N:6]([CH2:10][C:11]2[CH:16]=[CH:15][CH:14]=[CH:13][CH:12]=2)[CH2:5]1)=[N+:2]=[N-:3].[Br:17][CH2:18][C:19]([F:26])([F:25])[CH2:20][CH2:21][C:22](O)=[O:23].C(N(CC)CC)C, predict the reaction product. The product is: [N:1]([C@H:4]1[CH2:5][N:6]([CH2:10][C:11]2[CH:12]=[CH:13][CH:14]=[CH:15][CH:16]=2)[CH2:7][C@@H:8]1[NH:9][C:22](=[O:23])[CH2:21][CH2:20][C:19]([F:26])([F:25])[CH2:18][Br:17])=[N+:2]=[N-:3]. (6) Given the reactants Br[C:2]1[CH:3]=[CH:4][C:5]([F:9])=[C:6]([CH:8]=1)[NH2:7].[CH:10]1(B(O)O)[CH2:12][CH2:11]1.C(=O)([O-])[O-].[Cs+].[Cs+].CCOC(C)=O, predict the reaction product. The product is: [CH:10]1([C:2]2[CH:3]=[CH:4][C:5]([F:9])=[C:6]([CH:8]=2)[NH2:7])[CH2:12][CH2:11]1.